This data is from NCI-60 drug combinations with 297,098 pairs across 59 cell lines. The task is: Regression. Given two drug SMILES strings and cell line genomic features, predict the synergy score measuring deviation from expected non-interaction effect. (1) Drug 1: CC1OCC2C(O1)C(C(C(O2)OC3C4COC(=O)C4C(C5=CC6=C(C=C35)OCO6)C7=CC(=C(C(=C7)OC)O)OC)O)O. Drug 2: CN(CC1=CN=C2C(=N1)C(=NC(=N2)N)N)C3=CC=C(C=C3)C(=O)NC(CCC(=O)O)C(=O)O. Cell line: UACC62. Synergy scores: CSS=29.6, Synergy_ZIP=-9.46, Synergy_Bliss=-9.01, Synergy_Loewe=-4.62, Synergy_HSA=-4.04. (2) Drug 1: CCCCC(=O)OCC(=O)C1(CC(C2=C(C1)C(=C3C(=C2O)C(=O)C4=C(C3=O)C=CC=C4OC)O)OC5CC(C(C(O5)C)O)NC(=O)C(F)(F)F)O. Drug 2: CC1C(C(CC(O1)OC2CC(CC3=C2C(=C4C(=C3O)C(=O)C5=C(C4=O)C(=CC=C5)OC)O)(C(=O)CO)O)N)O.Cl. Cell line: SK-MEL-2. Synergy scores: CSS=71.4, Synergy_ZIP=2.97, Synergy_Bliss=2.49, Synergy_Loewe=1.70, Synergy_HSA=2.02. (3) Drug 1: C1CCC(C1)C(CC#N)N2C=C(C=N2)C3=C4C=CNC4=NC=N3. Drug 2: COC1=C2C(=CC3=C1OC=C3)C=CC(=O)O2. Cell line: UO-31. Synergy scores: CSS=15.9, Synergy_ZIP=-3.57, Synergy_Bliss=1.64, Synergy_Loewe=-3.64, Synergy_HSA=0.213. (4) Drug 1: C1CCC(C1)C(CC#N)N2C=C(C=N2)C3=C4C=CNC4=NC=N3. Drug 2: C1CCC(C(C1)N)N.C(=O)(C(=O)[O-])[O-].[Pt+4]. Cell line: LOX IMVI. Synergy scores: CSS=10.1, Synergy_ZIP=-4.47, Synergy_Bliss=-3.61, Synergy_Loewe=-0.960, Synergy_HSA=-0.877. (5) Drug 1: C1CCN(CC1)CCOC2=CC=C(C=C2)C(=O)C3=C(SC4=C3C=CC(=C4)O)C5=CC=C(C=C5)O. Drug 2: CC1=C(C=C(C=C1)C(=O)NC2=CC(=CC(=C2)C(F)(F)F)N3C=C(N=C3)C)NC4=NC=CC(=N4)C5=CN=CC=C5. Cell line: NCI/ADR-RES. Synergy scores: CSS=2.22, Synergy_ZIP=2.80, Synergy_Bliss=3.76, Synergy_Loewe=3.68, Synergy_HSA=1.81. (6) Drug 1: C1=NC2=C(N=C(N=C2N1C3C(C(C(O3)CO)O)F)Cl)N. Drug 2: COC1=C2C(=CC3=C1OC=C3)C=CC(=O)O2. Cell line: DU-145. Synergy scores: CSS=-2.05, Synergy_ZIP=-2.18, Synergy_Bliss=-5.82, Synergy_Loewe=-10.1, Synergy_HSA=-8.70.